This data is from Catalyst prediction with 721,799 reactions and 888 catalyst types from USPTO. The task is: Predict which catalyst facilitates the given reaction. (1) Reactant: O[C:2]1([C:16]2[C:24]([OH:25])=[CH:23][C:19]3[O:20][CH2:21][O:22][C:18]=3[CH:17]=2)[C:10](=[O:11])[CH:9]=[C:8]2[O:12][CH2:13][CH2:14][CH2:15][N:6]3[C:7]2=[C:3]1[CH:4]=[CH:5]3.FC(F)(F)C(O)=O.C([SiH](CC)CC)C. Product: [OH:25][C:24]1[C:16]([CH:2]2[C:10](=[O:11])[CH:9]=[C:8]3[O:12][CH2:13][CH2:14][CH2:15][N:6]4[C:7]3=[C:3]2[CH:4]=[CH:5]4)=[CH:17][C:18]2[O:22][CH2:21][O:20][C:19]=2[CH:23]=1. The catalyst class is: 68. (2) The catalyst class is: 3. Product: [C:24]([C:25]1[S:20][C:19]([S:21][CH3:13])=[C:9]([C:10]#[N:11])[C:8]=1[C:5]1[CH:6]=[CH:7][C:2]([Cl:1])=[CH:3][CH:4]=1)(=[O:26])[CH3:23]. Reactant: [Cl:1][C:2]1[CH:7]=[CH:6][C:5]([C:8](=O)[CH2:9][C:10]#[N:11])=[CH:4][CH:3]=1.[C:13]([O-])([O-])=O.[K+].[K+].[C:19](=[S:21])=[S:20].Cl[CH2:23][C:24](=[O:26])[CH3:25].CI. (3) Reactant: Br[C:2]1[C:7](=[O:8])[N:6]([CH2:9][C:10]2[CH:15]=[CH:14][C:13]([C:16]3[C:17]([C:22]#[N:23])=[CH:18][CH:19]=[CH:20][CH:21]=3)=[CH:12][CH:11]=2)[C:5]([CH2:24][CH2:25][CH3:26])=[N:4][C:3]=1[CH2:27][CH3:28].[F:29][C:30]1[CH:35]=[C:34]([O:36][CH:37]([CH3:39])[CH3:38])[CH:33]=[CH:32][C:31]=1B(O)O.C(=O)([O-])[O-].[Cs+].[Cs+]. Product: [CH2:27]([C:3]1[N:4]=[C:5]([CH2:24][CH2:25][CH3:26])[N:6]([CH2:9][C:10]2[CH:11]=[CH:12][C:13]([C:16]3[C:17]([C:22]#[N:23])=[CH:18][CH:19]=[CH:20][CH:21]=3)=[CH:14][CH:15]=2)[C:7](=[O:8])[C:2]=1[C:31]1[CH:32]=[CH:33][C:34]([O:36][CH:37]([CH3:38])[CH3:39])=[CH:35][C:30]=1[F:29])[CH3:28]. The catalyst class is: 439. (4) Reactant: [OH:1][C@@H:2]1[C:15]([CH3:17])([CH3:16])[O:14][C:13]2[C:4](=[C:5]3[C:10](=[CH:11][CH:12]=2)[N:9]=[C:8]([C:18]#[N:19])[CH:7]=[CH:6]3)[C@H:3]1[NH:20][CH2:21][CH2:22][C:23]1[CH:28]=[CH:27][CH:26]=[CH:25][CH:24]=1.[OH-:29].[K+].[Cl-].[Na+]. Product: [OH:1][C@@H:2]1[C:15]([CH3:17])([CH3:16])[O:14][C:13]2[C:4](=[C:5]3[C:10](=[CH:11][CH:12]=2)[N:9]=[C:8]([C:18]([NH2:19])=[O:29])[CH:7]=[CH:6]3)[C@H:3]1[NH:20][CH2:21][CH2:22][C:23]1[CH:24]=[CH:25][CH:26]=[CH:27][CH:28]=1. The catalyst class is: 107. (5) Reactant: [OH:1][CH2:2][C:3]1O[CH:5]=[C:6]([O:10][CH2:11][C:12]2[CH:17]=[CH:16][C:15]([O:18][CH3:19])=[CH:14][CH:13]=2)[C:7](=[O:9])[CH:8]=1.Cl.[NH2:21][OH:22]. Product: [OH:22][N:21]1[CH:5]=[C:6]([O:10][CH2:11][C:12]2[CH:17]=[CH:16][C:15]([O:18][CH3:19])=[CH:14][CH:13]=2)[C:7](=[O:9])[CH:8]=[C:3]1[CH2:2][OH:1]. The catalyst class is: 17. (6) Reactant: [C:1]([O:5][C:6]([N:8]([C:16]1[C@@:21]([CH2:25][F:26])([CH2:22][CH2:23]I)[S:20](=[O:28])(=[O:27])[CH2:19][C@:18]([C:30]2[CH:35]=[C:34]([N+:36]([O-:38])=[O:37])[CH:33]=[CH:32][C:31]=2[F:39])([CH3:29])[N:17]=1)[C:9](=[O:15])[O:10][C:11]([CH3:14])([CH3:13])[CH3:12])=[O:7])([CH3:4])([CH3:3])[CH3:2].C[Si]([N-][Si](C)(C)C)(C)C.[Li+]. Product: [C:1]([O:5][C:6]([N:8]([C:16]1[C@:21]2([CH2:25][F:26])[S:20](=[O:28])(=[O:27])[C@@H:19]([CH2:23][CH2:22]2)[C@:18]([C:30]2[CH:35]=[C:34]([N+:36]([O-:38])=[O:37])[CH:33]=[CH:32][C:31]=2[F:39])([CH3:29])[N:17]=1)[C:9](=[O:15])[O:10][C:11]([CH3:14])([CH3:13])[CH3:12])=[O:7])([CH3:4])([CH3:3])[CH3:2]. The catalyst class is: 1. (7) Reactant: [NH2:1][C:2]1[C:3]([NH:11][C@@H:12]2[CH2:17][O:16][C@@H:15]([CH2:18][OH:19])[CH2:14][CH2:13]2)=[C:4]2[S:10][CH:9]=[CH:8][C:5]2=[N:6][CH:7]=1.[CH3:20][CH2:21][CH3:22]. Product: [CH2:21]([C:22]1[N:11]([C@@H:12]2[CH2:17][O:16][C@@H:15]([CH2:18][OH:19])[CH2:14][CH2:13]2)[C:3]2=[C:4]3[S:10][CH:9]=[CH:8][C:5]3=[N:6][CH:7]=[C:2]2[N:1]=1)[CH3:20]. The catalyst class is: 404. (8) Reactant: [OH:1][NH:2][C:3]([C:5]1[CH:6]=[CH:7][C:8]2[N:9]([CH:19]3[CH2:25][CH:24]4[N:26]([CH3:27])[CH:21]([CH2:22][CH2:23]4)[CH2:20]3)[C:10]3[C:15]([O:16][C:17]=2[CH:18]=1)=[CH:14][CH:13]=[CH:12][CH:11]=3)=[NH:4].[C:28](N1C=CN=C1)(N1C=CN=C1)=[O:29]. Product: [CH3:27][N:26]1[CH:21]2[CH2:22][CH2:23][CH:24]1[CH2:25][CH:19]([N:9]1[C:8]3[CH:7]=[CH:6][C:5]([C:3]4[NH:4][C:28](=[O:29])[O:1][N:2]=4)=[CH:18][C:17]=3[O:16][C:15]3[C:10]1=[CH:11][CH:12]=[CH:13][CH:14]=3)[CH2:20]2. The catalyst class is: 12. (9) Reactant: [Br:1][C:2]1[CH:9]=[CH:8][C:5]([CH:6]=O)=[C:4]([F:10])[CH:3]=1.Cl.[NH2:12][OH:13].[OH-].[Na+].C(O)C. Product: [F:10][C:4]1[CH:3]=[C:2]([Br:1])[CH:9]=[CH:8][C:5]=1[CH:6]=[N:12][OH:13]. The catalyst class is: 6. (10) Reactant: [CH:1]([C:4]1[NH:5][C:6]([C:9]2[CH:14]=[C:13]([O:15][C:16]3[CH:17]=[N:18][C:19]([N+:22]([O-])=O)=[CH:20][CH:21]=3)[CH:12]=[CH:11][N:10]=2)=[CH:7][N:8]=1)([CH3:3])[CH3:2]. Product: [CH:1]([C:4]1[NH:5][C:6]([C:9]2[CH:14]=[C:13]([O:15][C:16]3[CH:21]=[CH:20][C:19]([NH2:22])=[N:18][CH:17]=3)[CH:12]=[CH:11][N:10]=2)=[CH:7][N:8]=1)([CH3:3])[CH3:2]. The catalyst class is: 19.